Dataset: Full USPTO retrosynthesis dataset with 1.9M reactions from patents (1976-2016). Task: Predict the reactants needed to synthesize the given product. (1) Given the product [C@H:25]12[CH2:31][C@H:28]([N:29]([C:2]3[N:7]=[C:6]([C:8]4[CH:9]=[C:10]([OH:14])[CH:11]=[CH:12][CH:13]=4)[N:5]=[C:4]4[N:15]([C:18]5[CH:23]=[CH:22][CH:21]=[CH:20][CH:19]=5)[N:16]=[CH:17][C:3]=34)[CH2:30]1)[CH2:27][O:26]2, predict the reactants needed to synthesize it. The reactants are: Br[C:2]1[N:7]=[C:6]([C:8]2[CH:9]=[C:10]([OH:14])[CH:11]=[CH:12][CH:13]=2)[N:5]=[C:4]2[N:15]([C:18]3[CH:23]=[CH:22][CH:21]=[CH:20][CH:19]=3)[N:16]=[CH:17][C:3]=12.Cl.[C@H:25]12[CH2:31][C@H:28]([NH:29][CH2:30]1)[CH2:27][O:26]2.C(N(CC)CC)C. (2) Given the product [Cl:45][C:46]1[CH:51]=[CH:50][N:49]=[C:48]([CH2:52][NH:53][C:54]2[O:55][C:56]3[C:62]([O:63][CH3:64])=[CH:61][C:60]([C:65]([N:39]4[CH:38]([CH:41]([OH:43])[CH3:42])[CH2:37][O:36][C:35]([CH3:34])([CH3:44])[CH2:40]4)=[O:66])=[CH:59][C:57]=3[N:58]=2)[CH:47]=1, predict the reactants needed to synthesize it. The reactants are: C(N(CC)C(C)C)(C)C.CN(C(ON1N=NC2C=CC=NC1=2)=[N+](C)C)C.F[P-](F)(F)(F)(F)F.[CH3:34][C:35]1([CH3:44])[CH2:40][NH:39][CH:38]([CH:41]([OH:43])[CH3:42])[CH2:37][O:36]1.[Cl:45][C:46]1[CH:51]=[CH:50][N:49]=[C:48]([CH2:52][NH:53][C:54]2[O:55][C:56]3[C:62]([O:63][CH3:64])=[CH:61][C:60]([C:65](O)=[O:66])=[CH:59][C:57]=3[N:58]=2)[CH:47]=1. (3) The reactants are: [CH3:1][C:2]1[N:7]2[N:8]=[C:9]([CH2:11][CH2:12][C:13]3[NH:14][CH:15]=[C:16]([C:18]4[S:19][CH:20]=[CH:21][CH:22]=4)[N:17]=3)[N:10]=[C:6]2[CH:5]=[CH:4][CH:3]=1.[CH2:23]([C@@H:25]1[O:27][CH2:26]1)[Cl:24]. Given the product [Cl:24][CH2:23][C@H:25]([OH:27])[CH2:26][N:14]1[CH:15]=[C:16]([C:18]2[S:19][CH:20]=[CH:21][CH:22]=2)[N:17]=[C:13]1[CH2:12][CH2:11][C:9]1[N:10]=[C:6]2[CH:5]=[CH:4][CH:3]=[C:2]([CH3:1])[N:7]2[N:8]=1, predict the reactants needed to synthesize it. (4) Given the product [F:28][C:18]1([F:29])[CH2:17][O:16][C:9]2[CH:2]=[CH:3][C:4]([CH:5]=[O:6])=[CH:7][C:8]=2[O:10][CH2:19]1, predict the reactants needed to synthesize it. The reactants are: O[C:2]1[CH:3]=[C:4]([CH:7]=[C:8]([OH:10])[CH:9]=1)[CH:5]=[O:6].FC(F)(F)S([O:16][CH2:17][C:18]([F:29])([F:28])[CH2:19]OS(C(F)(F)F)(=O)=O)(=O)=O.C(=O)([O-])[O-].[Cs+].[Cs+]. (5) Given the product [Cl:1][C:2]1[CH:7]=[CH:6][C:5]([CH2:8][CH2:9][CH2:10][NH:11][C:12]2[C:13]([NH2:20])=[CH:14][C:15]([CH3:19])=[C:16]([CH3:18])[CH:17]=2)=[CH:4][CH:3]=1, predict the reactants needed to synthesize it. The reactants are: [Cl:1][C:2]1[CH:7]=[CH:6][C:5]([CH2:8][CH2:9][CH2:10][NH:11][C:12]2[CH:17]=[C:16]([CH3:18])[C:15]([CH3:19])=[CH:14][C:13]=2[N+:20]([O-])=O)=[CH:4][CH:3]=1.